This data is from Merck oncology drug combination screen with 23,052 pairs across 39 cell lines. The task is: Regression. Given two drug SMILES strings and cell line genomic features, predict the synergy score measuring deviation from expected non-interaction effect. (1) Synergy scores: synergy=-15.5. Cell line: SKMES1. Drug 2: CC1(c2nc3c(C(N)=O)cccc3[nH]2)CCCN1. Drug 1: O=C(NOCC(O)CO)c1ccc(F)c(F)c1Nc1ccc(I)cc1F. (2) Drug 1: N#Cc1ccc(Cn2cncc2CN2CCN(c3cccc(Cl)c3)C(=O)C2)cc1. Drug 2: CCC1(O)C(=O)OCc2c1cc1n(c2=O)Cc2cc3c(CN(C)C)c(O)ccc3nc2-1. Cell line: A2780. Synergy scores: synergy=3.17.